From a dataset of Peptide-MHC class II binding affinity with 134,281 pairs from IEDB. Regression. Given a peptide amino acid sequence and an MHC pseudo amino acid sequence, predict their binding affinity value. This is MHC class II binding data. The binding affinity (normalized) is 0.582. The peptide sequence is FESTGNLIAPEYGFKISY. The MHC is HLA-DQA10401-DQB10402 with pseudo-sequence HLA-DQA10401-DQB10402.